The task is: Predict the reactants needed to synthesize the given product.. This data is from Full USPTO retrosynthesis dataset with 1.9M reactions from patents (1976-2016). (1) The reactants are: [CH3:1][C:2]([CH3:4])=O.C(O)(=O)C.C([BH3-])#N.[Na+].[NH2:13][C@H:14]([C:24]1[CH:29]=[CH:28][C:27]([Cl:30])=[CH:26][CH:25]=1)[C@@H:15]([C:17]1[CH:22]=[CH:21][CH:20]=[C:19]([Cl:23])[CH:18]=1)[OH:16]. Given the product [Cl:23][C:19]1[CH:18]=[C:17]([C@@H:15]([OH:16])[C@@H:14]([C:24]2[CH:29]=[CH:28][C:27]([Cl:30])=[CH:26][CH:25]=2)[NH:13][CH:2]([CH3:4])[CH3:1])[CH:22]=[CH:21][CH:20]=1, predict the reactants needed to synthesize it. (2) Given the product [CH2:28]([O:30][C:31](=[O:35])[CH2:32][N:33]1[C:5]([C:4]2[CH:23]=[C:24]([CH3:26])[N:25]=[C:2]([Cl:1])[CH:3]=2)=[N:7][C:8]([NH:11][C:12]2[CH:22]=[CH:21][C:15]3[O:16][C:17]([F:20])([F:19])[O:18][C:14]=3[CH:13]=2)=[N:34]1)[CH3:29], predict the reactants needed to synthesize it. The reactants are: [Cl:1][C:2]1[CH:3]=[C:4]([CH:23]=[C:24]([CH3:26])[N:25]=1)[C:5]([NH:7][CH:8]([NH:11][C:12]1[CH:22]=[CH:21][C:15]2[O:16][C:17]([F:20])([F:19])[O:18][C:14]=2[CH:13]=1)SC)=O.Cl.[CH2:28]([O:30][C:31](=[O:35])[CH2:32][NH:33][NH2:34])[CH3:29].C(N(C(C)C)C(C)C)C.